This data is from Reaction yield outcomes from USPTO patents with 853,638 reactions. The task is: Predict the reaction yield, written as a fraction of the theoretical maximum amount of product (1.0 means a 100% yield; for example, 0.34 means a 34% yield). (1) The reactants are [CH3:1][C:2]1[N:7]=[CH:6][C:5]([NH:8][C:9](=[O:15])[O:10][C:11]([CH3:14])([CH3:13])[CH3:12])=[CH:4][CH:3]=1.Cl[CH2:17][C:18](=O)[CH3:19]. No catalyst specified. The product is [CH3:19][C:18]1[CH:1]=[C:2]2[N:7]([CH:17]=1)[CH:6]=[C:5]([NH:8][C:9](=[O:15])[O:10][C:11]([CH3:12])([CH3:14])[CH3:13])[CH:4]=[CH:3]2. The yield is 0.310. (2) The reactants are [C:1]([C:5]1[N:9]([CH2:10][CH:11]2[CH2:16][CH2:15][O:14][CH2:13][CH2:12]2)[C:8]2[CH:17]=[CH:18][C:19]([N:21](CC)[C:22](=O)[CH3:23])=[CH:20][C:7]=2[N:6]=1)([CH3:4])([CH3:3])[CH3:2]. The catalyst is CCO. The product is [C:1]([C:5]1[N:9]([CH2:10][CH:11]2[CH2:16][CH2:15][O:14][CH2:13][CH2:12]2)[C:8]2[CH:17]=[CH:18][C:19]([NH:21][CH2:22][CH3:23])=[CH:20][C:7]=2[N:6]=1)([CH3:4])([CH3:2])[CH3:3]. The yield is 1.00. (3) The reactants are [Br:1][C:2]1[CH:10]=[CH:9][CH:8]=[C:7]2[C:3]=1[C:4](F)([F:12])[C:5](=O)[NH:6]2. The catalyst is O1CCCC1. The product is [Br:1][C:2]1[CH:10]=[CH:9][CH:8]=[C:7]2[C:3]=1[C:4]([F:12])=[CH:5][NH:6]2. The yield is 0.380. (4) The reactants are [O:1]=[C:2]1[C:8]2=[CH:9][C:10]3[CH:11]=[CH:12][C:13]([C:16]([OH:18])=O)=[CH:14][C:15]=3[N:7]2[CH2:6][CH2:5][CH2:4][NH:3]1.CN(C(ON1N=NC2C=CC=NC1=2)=[N+](C)C)C.F[P-](F)(F)(F)(F)F.[C:43]1([C:49]2[O:53][N:52]=[C:51]([NH2:54])[CH:50]=2)[CH:48]=[CH:47][CH:46]=[CH:45][CH:44]=1.CN1CCOCC1. The catalyst is CN1C(=O)CCC1. The product is [O:1]=[C:2]1[C:8]2=[CH:9][C:10]3[CH:11]=[CH:12][C:13]([C:16]([NH:54][C:51]4[CH:50]=[C:49]([C:43]5[CH:48]=[CH:47][CH:46]=[CH:45][CH:44]=5)[O:53][N:52]=4)=[O:18])=[CH:14][C:15]=3[N:7]2[CH2:6][CH2:5][CH2:4][NH:3]1. The yield is 0.0500. (5) The reactants are [CH3:1][O:2][C:3](=[O:16])[C:4]1[CH:9]=[C:8]([N+:10]([O-:12])=[O:11])[C:7]([NH2:13])=[C:6]([Cl:14])[C:5]=1F.[NH2:17][C:18]1[CH:23]=[CH:22][CH:21]=[CH:20][CH:19]=1.O. The catalyst is CO. The product is [CH3:1][O:2][C:3](=[O:16])[C:4]1[CH:9]=[C:8]([N+:10]([O-:12])=[O:11])[C:7]([NH2:13])=[C:6]([Cl:14])[C:5]=1[NH:17][C:18]1[CH:23]=[CH:22][CH:21]=[CH:20][CH:19]=1. The yield is 0.840. (6) The reactants are [Li+].CC([N-]C(C)C)C.[Br:9][C:10]1[CH:11]=[N:12][CH:13]=[C:14]([Cl:16])[CH:15]=1.Cl[C:18]([O:20][CH2:21][CH3:22])=[O:19]. The catalyst is C1COCC1. The product is [Br:9][C:10]1[CH:11]=[N:12][CH:13]=[C:14]([Cl:16])[C:15]=1[C:18]([O:20][CH2:21][CH3:22])=[O:19]. The yield is 0.850. (7) The reactants are [NH:1]1[CH2:6][CH:5]=[C:4]([C:7]2[CH:19]=[CH:18][C:10]([CH2:11][C@@H:12]([C:14]([O:16][CH3:17])=[O:15])[NH2:13])=[CH:9][CH:8]=2)[CH2:3][CH2:2]1.C(N(C(C)C)CC)(C)C.[N:29]1[CH:34]=[CH:33][CH:32]=[CH:31][C:30]=1[C:35](O)=[O:36].CN(C(ON1N=NC2C=CC=NC1=2)=[N+](C)C)C.F[P-](F)(F)(F)(F)F. The catalyst is C(Cl)Cl. The product is [N:29]1[CH:34]=[CH:33][CH:32]=[CH:31][C:30]=1[C:35]([N:1]1[CH2:2][CH:3]=[C:4]([C:7]2[CH:19]=[CH:18][C:10]([CH2:11][C@@H:12]([C:14]([O:16][CH3:17])=[O:15])[NH2:13])=[CH:9][CH:8]=2)[CH2:5][CH2:6]1)=[O:36]. The yield is 0.430.